Task: Predict the reactants needed to synthesize the given product.. Dataset: Full USPTO retrosynthesis dataset with 1.9M reactions from patents (1976-2016) (1) The reactants are: [Br-:1].[Br-].[Br-].C1([N+](C)(C)C)C=CC=CC=1.C1([N+](C)(C)C)C=CC=CC=1.C1([N+](C)(C)C)C=CC=CC=1.[N+:34]([C:37]1[C:42]([OH:43])=[CH:41][CH:40]=[CH:39][N:38]=1)([O-:36])=[O:35].C(N(CC)CC)C.Cl.[O-]S([O-])(=S)=O.[Na+].[Na+]. Given the product [Br:1][C:39]1[N:38]=[C:37]([N+:34]([O-:36])=[O:35])[C:42]([OH:43])=[CH:41][CH:40]=1, predict the reactants needed to synthesize it. (2) Given the product [C:1]([O:5][C:6]([N:8]1[CH2:12][CH2:11][CH2:10][C@H:9]1[C:13]1[NH:14][C:15]([C:18]2[CH:19]=[C:20]3[C:25](=[CH:26][CH:27]=2)[CH:24]=[C:23]([C:28]2[CH:29]=[C:30]4[C:50](=[CH:51][CH:52]=2)[C:34]2[NH:35][C:36]([C@@H:38]5[CH2:42][CH2:41][CH2:40][N:39]5[C:43]([O:45][C:46]([CH3:49])([CH3:48])[CH3:47])=[O:44])=[N:37][C:33]=2[CH:32]=[CH:31]4)[CH:22]=[CH:21]3)=[CH:16][N:17]=1)=[O:7])([CH3:4])([CH3:2])[CH3:3], predict the reactants needed to synthesize it. The reactants are: [C:1]([O:5][C:6]([N:8]1[CH2:12][CH2:11][CH2:10][C@H:9]1[C:13]1[NH:14][C:15]([C:18]2[CH:19]=[C:20]3[C:25](=[CH:26][CH:27]=2)[CH:24]=[C:23]([C:28]2[CH:29]=[C:30]4[C:50](=[CH:51][CH:52]=2)[C:34]2[NH:35][C:36]([C@@H:38]5[CH2:42][CH2:41][CH2:40][N:39]5[C:43]([O:45][C:46]([CH3:49])([CH3:48])[CH3:47])=[O:44])=[N:37][C:33]=2[CH2:32][CH2:31]4)[CH:22]=[CH:21]3)=[CH:16][N:17]=1)=[O:7])([CH3:4])([CH3:3])[CH3:2]. (3) Given the product [CH:14]1[C:15]2[C:19]3[CH:20]=[CH:21][CH:22]=[CH:23][C:18]=3[S:17][C:16]=2[C:11]([C:4]2[C:5]([OH:9])=[CH:6][CH:7]=[CH:8][C:3]=2[OH:2])=[CH:12][CH:13]=1, predict the reactants needed to synthesize it. The reactants are: C[O:2][C:3]1[CH:8]=[CH:7][CH:6]=[C:5]([O:9]C)[C:4]=1[C:11]1[C:16]2[S:17][C:18]3[CH:23]=[CH:22][CH:21]=[CH:20][C:19]=3[C:15]=2[CH:14]=[CH:13][CH:12]=1.Cl.[NH+]1C=CC=CC=1. (4) Given the product [CH3:1][C:2]1[CH:3]=[C:4]([CH:19]=[CH:20][C:21]=1[N+:22]([O-:24])=[O:23])[CH2:5][N:6]1[C:10]([SH:34])=[CH:9][C:8]([C:12]([F:18])([F:17])[C:13]([F:16])([F:15])[F:14])=[N:7]1, predict the reactants needed to synthesize it. The reactants are: [CH3:1][C:2]1[CH:3]=[C:4]([CH:19]=[CH:20][C:21]=1[N+:22]([O-:24])=[O:23])[CH2:5][N:6]1[C:10](O)=[CH:9][C:8]([C:12]([F:18])([F:17])[C:13]([F:16])([F:15])[F:14])=[N:7]1.COC1C=CC(P2(=S)SP(=S)(C3C=CC(OC)=CC=3)[S:34]2)=CC=1. (5) Given the product [CH2:1]([O:3][C:4](=[O:38])[C:5]1[CH:6]=[CH:7][C:8]([N:11]2[CH:15]=[C:14]([C:16]3[CH:21]=[CH:20][C:19]([Cl:22])=[CH:18][C:17]=3[Cl:23])[N:13]=[C:12]2[CH2:24][C:25]2[CH:30]=[CH:29][C:28]([C:31]3[CH:32]=[CH:33][C:34]([O:37][C:46]4[CH:47]=[CH:48][C:43]([C:39]([CH3:42])([CH3:41])[CH3:40])=[CH:44][CH:45]=4)=[CH:35][CH:36]=3)=[CH:27][CH:26]=2)=[CH:9][CH:10]=1)[CH3:2], predict the reactants needed to synthesize it. The reactants are: [CH2:1]([O:3][C:4](=[O:38])[C:5]1[CH:10]=[CH:9][C:8]([N:11]2[CH:15]=[C:14]([C:16]3[CH:21]=[CH:20][C:19]([Cl:22])=[CH:18][C:17]=3[Cl:23])[N:13]=[C:12]2[CH2:24][C:25]2[CH:30]=[CH:29][C:28]([C:31]3[CH:36]=[CH:35][C:34]([OH:37])=[CH:33][CH:32]=3)=[CH:27][CH:26]=2)=[CH:7][CH:6]=1)[CH3:2].[C:39]([C:43]1[CH:48]=[CH:47][C:46](B(O)O)=[CH:45][CH:44]=1)([CH3:42])([CH3:41])[CH3:40]. (6) Given the product [Cl:1][C:2]1[CH:3]=[C:4]([C:9]2[N:13]([C:14]3[CH:15]=[CH:16][C:17]([O:20][CH3:21])=[CH:18][CH:19]=3)[N:12]=[C:11](/[CH:22]=[C:23](\[C:27]3[CH:28]=[C:29]([CH3:33])[CH:30]=[CH:31][CH:32]=3)/[C:24]([OH:26])=[O:25])[CH:10]=2)[CH:5]=[CH:6][C:7]=1[Cl:8], predict the reactants needed to synthesize it. The reactants are: [Cl:1][C:2]1[CH:3]=[C:4]([C:9]2[N:13]([C:14]3[CH:19]=[CH:18][C:17]([O:20][CH3:21])=[CH:16][CH:15]=3)[N:12]=[C:11]([CH:22]=[C:23]([C:27]3[CH:28]=[C:29]([CH3:33])[CH:30]=[CH:31][CH:32]=3)[C:24]([OH:26])=[O:25])[CH:10]=2)[CH:5]=[CH:6][C:7]=1[Cl:8].C(OC(=O)C(C1C=C(C)C=CC=1)=CC1C=C(C2C=CC(Cl)=C(Cl)C=2)N(C2C=CC(OC)=CC=2)N=1)C.[Li+].[OH-]. (7) Given the product [CH3:18][O:19][C:20]([C:22]1[S:23][C:24]([CH3:36])=[C:25]([C:8]2[CH:9]=[N:10][N:11]3[CH:16]=[C:15]([Cl:17])[CH:14]=[N:13][C:12]=23)[CH:26]=1)=[O:21], predict the reactants needed to synthesize it. The reactants are: O1CCOCC1.Br[C:8]1[CH:9]=[N:10][N:11]2[CH:16]=[C:15]([Cl:17])[CH:14]=[N:13][C:12]=12.[CH3:18][O:19][C:20]([C:22]1[S:23][C:24]([CH3:36])=[C:25](B2OC(C)(C)C(C)(C)O2)[CH:26]=1)=[O:21].C(=O)([O-])[O-].[Na+].[Na+]. (8) The reactants are: [F:1][C:2]1[CH:7]=[CH:6][C:5]([N:8]2[CH:12]=[CH:11][CH:10]=[N:9]2)=[CH:4][CH:3]=1.[Cl:13][S:14](O)(=[O:16])=[O:15]. Given the product [F:1][C:2]1[CH:3]=[CH:4][C:5]([N:8]2[CH:12]=[C:11]([S:14]([Cl:13])(=[O:16])=[O:15])[CH:10]=[N:9]2)=[CH:6][CH:7]=1, predict the reactants needed to synthesize it. (9) The reactants are: [OH:1][CH2:2][C:3]1[CH:8]=[CH:7][N:6]2[N:9]=[CH:10][C:11](C(OC)=O)=[C:5]2[CH:4]=1.[OH-].[Na+]. Given the product [N:9]1[N:6]2[CH:7]=[CH:8][C:3]([CH2:2][OH:1])=[CH:4][C:5]2=[CH:11][CH:10]=1, predict the reactants needed to synthesize it.